This data is from Catalyst prediction with 721,799 reactions and 888 catalyst types from USPTO. The task is: Predict which catalyst facilitates the given reaction. Reactant: [OH:1][C@@:2]1([C:33]([F:36])([F:35])[F:34])[C:14]2[CH:13]=[C:12]([O:15][CH2:16][C@H:17]([OH:19])[CH3:18])[CH:11]=[C:10]([C:20]3[CH:21]=[N:22][N:23]([C:25]([CH3:32])([CH3:31])[C:26]([O:28]CC)=[O:27])[CH:24]=3)[C:9]=2[C:8]2[C:3]1=[CH:4][CH:5]=[CH:6][CH:7]=2.[OH-].[Na+].Cl. Product: [OH:1][C@@:2]1([C:33]([F:35])([F:36])[F:34])[C:14]2[CH:13]=[C:12]([O:15][CH2:16][C@H:17]([OH:19])[CH3:18])[CH:11]=[C:10]([C:20]3[CH:21]=[N:22][N:23]([C:25]([CH3:31])([CH3:32])[C:26]([OH:28])=[O:27])[CH:24]=3)[C:9]=2[C:8]2[C:3]1=[CH:4][CH:5]=[CH:6][CH:7]=2. The catalyst class is: 8.